From a dataset of Blood-brain barrier permeability regression values from the B3DB database. Regression/Classification. Given a drug SMILES string, predict its absorption, distribution, metabolism, or excretion properties. Task type varies by dataset: regression for continuous measurements (e.g., permeability, clearance, half-life) or binary classification for categorical outcomes (e.g., BBB penetration, CYP inhibition). For this dataset (b3db_regression), we predict Y. (1) The molecule is CC1(NC=C2N1C3=C(C=C(C=C3)Cl)C(=NC2)C4=CC=CC=C4F)O. The Y is -0.0700 log(BB ratio). (2) The drug is CCC(=C(C1=CC=CC=C1)C2=CC=C(C=C2)OCCN(C)C)C3=CC=CC=C3. The Y is 0.920 log(BB ratio).